Dataset: Reaction yield outcomes from USPTO patents with 853,638 reactions. Task: Predict the reaction yield, written as a fraction of the theoretical maximum amount of product (1.0 means a 100% yield; for example, 0.34 means a 34% yield). The reactants are [F:1][C:2]1([F:8])[CH2:4][CH:3]1[C:5](O)=[O:6].O1CCCC1.C(Cl)(=O)C(Cl)=O.Cl.[NH2:21][C:22]1[N:23]=[C:24]2[CH:29]=[CH:28][C:27]([O:30][C:31]3[CH:32]=[CH:33][C:34]([CH3:47])=[C:35]([NH:37][C:38]([C:40]4[N:44]([CH3:45])[N:43]=[C:42]([CH3:46])[CH:41]=4)=[O:39])[CH:36]=3)=[N:26][N:25]2[CH:48]=1. The catalyst is CN(C)C=O.CN(C)C(=O)C. The product is [F:1][C:2]1([F:8])[CH2:4][CH:3]1[C:5]([NH:21][C:22]1[N:23]=[C:24]2[CH:29]=[CH:28][C:27]([O:30][C:31]3[CH:32]=[CH:33][C:34]([CH3:47])=[C:35]([NH:37][C:38]([C:40]4[N:44]([CH3:45])[N:43]=[C:42]([CH3:46])[CH:41]=4)=[O:39])[CH:36]=3)=[N:26][N:25]2[CH:48]=1)=[O:6]. The yield is 0.730.